From a dataset of Forward reaction prediction with 1.9M reactions from USPTO patents (1976-2016). Predict the product of the given reaction. (1) Given the reactants [F:1][C:2]1[CH:3]=[C:4]2[C:9](=[CH:10][CH:11]=1)[N:8]([CH2:12][CH2:13][CH:14]=O)[C:7](=[O:16])[CH:6]=[N:5]2.[NH2:17][CH2:18][C@@H:19]1[CH2:23][N:22]([C:24]2[CH:25]=[CH:26][C:27]3[O:28][CH2:29][C:30](=[O:34])[NH:31][C:32]=3[N:33]=2)[C:21](=[O:35])[CH2:20]1.C(O[BH-](OC(=O)C)OC(=O)C)(=O)C.[Na+].C(=O)([O-])O.[Na+], predict the reaction product. The product is: [F:1][C:2]1[CH:3]=[C:4]2[C:9](=[CH:10][CH:11]=1)[N:8]([CH2:12][CH2:13][CH2:14][NH:17][CH2:18][C@@H:19]1[CH2:23][N:22]([C:24]3[CH:25]=[CH:26][C:27]4[O:28][CH2:29][C:30](=[O:34])[NH:31][C:32]=4[N:33]=3)[C:21](=[O:35])[CH2:20]1)[C:7](=[O:16])[CH:6]=[N:5]2. (2) Given the reactants [C:1]([O:5][C:6](=[O:20])[NH:7][C:8]1[CH:13]=[C:12]([C:14]([F:17])([F:16])[F:15])[C:11]([Cl:18])=[CH:10][C:9]=1[NH2:19])([CH3:4])([CH3:3])[CH3:2].C([O:25][C:26](=O)[CH2:27][C:28](=[O:41])[C:29]1[CH:34]=[CH:33][CH:32]=[C:31]([C:35]2[CH:40]=[N:39][CH:38]=[CH:37][N:36]=2)[CH:30]=1)(C)(C)C, predict the reaction product. The product is: [C:1]([O:5][C:6](=[O:20])[NH:7][C:8]1[CH:13]=[C:12]([C:14]([F:17])([F:16])[F:15])[C:11]([Cl:18])=[CH:10][C:9]=1[NH:19][C:26](=[O:25])[CH2:27][C:28](=[O:41])[C:29]1[CH:34]=[CH:33][CH:32]=[C:31]([C:35]2[CH:40]=[N:39][CH:38]=[CH:37][N:36]=2)[CH:30]=1)([CH3:4])([CH3:2])[CH3:3]. (3) Given the reactants [C:1]1([SH:7])[CH:6]=[CH:5][CH:4]=[CH:3][CH:2]=1.[C:8](#[N:11])[CH:9]=[CH2:10].[OH-].C([N+](CCCC)(CCCC)CCCC)CCC, predict the reaction product. The product is: [C:1]1([S:7][CH2:10][CH2:9][C:8]#[N:11])[CH:6]=[CH:5][CH:4]=[CH:3][CH:2]=1. (4) The product is: [OH:41][N:40]=[C:22]1[C:23]2[C:14](=[CH:13][C:12]([S:9]([NH:8][C:4]3[CH:5]=[CH:6][CH:7]=[C:2]([OH:1])[CH:3]=3)(=[O:11])=[O:10])=[CH:25][CH:24]=2)[C:15](=[O:38])[C:16]2[CH:17]=[C:18]([S:27]([NH:30][C:31]3[CH:36]=[CH:35][CH:34]=[C:33]([OH:37])[CH:32]=3)(=[O:29])=[O:28])[CH:19]=[CH:20][C:21]1=2. Given the reactants [OH:1][C:2]1[CH:3]=[C:4]([NH:8][S:9]([C:12]2[CH:25]=[CH:24][C:23]3[C:22](=O)[C:21]4[C:16](=[CH:17][C:18]([S:27]([NH:30][C:31]5[CH:36]=[CH:35][CH:34]=[C:33]([OH:37])[CH:32]=5)(=[O:29])=[O:28])=[CH:19][CH:20]=4)[C:15](=[O:38])[C:14]=3[CH:13]=2)(=[O:11])=[O:10])[CH:5]=[CH:6][CH:7]=1.Cl.[NH2:40][OH:41], predict the reaction product. (5) Given the reactants [C:1](Cl)(=[O:5])[C:2](Cl)=O.Cl.[CH:8]1([C@H:11]([NH:15][CH2:16][C:17]#[N:18])[CH2:12]OC)CC1.O1[CH2:24][CH2:23][O:22][CH2:21]C1, predict the reaction product. The product is: [CH:11]1([N:15]2[CH:16]=[CH:17][N:18]=[C:2]([CH2:24][CH2:23][O:22][CH3:21])[C:1]2=[O:5])[CH2:8][CH2:12]1. (6) Given the reactants [CH3:1][Si:2]([CH3:18])([CH3:17])[C:3]1[CH:11]=[C:10]2[C:6]([CH:7]=[C:8]([C:12]([O:14][CH2:15][CH3:16])=[O:13])[NH:9]2)=[CH:5][CH:4]=1.[CH3:19][C:20]1[CH:21]=[C:22]([CH2:26]O)[CH:23]=[CH:24][CH:25]=1.C(C=P(CCCC)(CCCC)CCCC)#N, predict the reaction product. The product is: [CH3:1][Si:2]([CH3:17])([CH3:18])[C:3]1[CH:11]=[C:10]2[C:6]([CH:7]=[C:8]([C:12]([O:14][CH2:15][CH3:16])=[O:13])[N:9]2[CH2:19][C:20]2[CH:25]=[CH:24][CH:23]=[C:22]([CH3:26])[CH:21]=2)=[CH:5][CH:4]=1. (7) Given the reactants [CH3:1][C:2]1([CH3:13])[C:11]2[C:6](=[CH:7][CH:8]=[C:9]([CH3:12])[CH:10]=2)[CH2:5][CH2:4][CH2:3]1.C([OH:17])(C)C, predict the reaction product. The product is: [CH3:1][C:2]1([CH3:13])[C:11]2[C:6](=[CH:7][CH:8]=[C:9]([CH3:12])[CH:10]=2)[C:5](=[O:17])[CH2:4][CH2:3]1. (8) Given the reactants [CH3:1][O:2][C:3](=[O:15])[CH2:4][C@H:5]1[C:9]2[CH:10]=[CH:11][C:12]([OH:14])=[CH:13][C:8]=2[O:7][CH2:6]1.[C:16]([O:19][CH2:20][C:21]1[CH:26]=[C:25]([O:27][CH2:28][CH2:29][CH2:30][S:31]([CH3:34])(=[O:33])=[O:32])[CH:24]=[C:23]([CH3:35])[C:22]=1[C:36]1[CH:41]=[CH:40][CH:39]=[C:38]([CH2:42]O)[CH:37]=1)(=[O:18])[CH3:17].C(P(CCCC)CCCC)CCC.N(C(N1CCCCC1)=O)=NC(N1CCCCC1)=O, predict the reaction product. The product is: [CH3:1][O:2][C:3](=[O:15])[CH2:4][C@H:5]1[C:9]2[CH:10]=[CH:11][C:12]([O:14][CH2:42][C:38]3[CH:37]=[C:36]([C:22]4[C:23]([CH3:35])=[CH:24][C:25]([O:27][CH2:28][CH2:29][CH2:30][S:31]([CH3:34])(=[O:33])=[O:32])=[CH:26][C:21]=4[CH2:20][O:19][C:16](=[O:18])[CH3:17])[CH:41]=[CH:40][CH:39]=3)=[CH:13][C:8]=2[O:7][CH2:6]1. (9) Given the reactants [CH3:1][N:2]1[C:6]([CH:7]=[O:8])=[CH:5][N:4]=[C:3]1[Si](CC)(CC)CC.[C:16]1([Mg]Br)[CH:21]=[CH:20][CH:19]=[CH:18][CH:17]=1.CO, predict the reaction product. The product is: [CH3:1][N:2]1[C:6]([CH:7]([C:16]2[CH:21]=[CH:20][CH:19]=[CH:18][CH:17]=2)[OH:8])=[CH:5][N:4]=[CH:3]1.